Dataset: Forward reaction prediction with 1.9M reactions from USPTO patents (1976-2016). Task: Predict the product of the given reaction. (1) Given the reactants C(OC(=O)[NH:7][C:8]1[CH:13]=[CH:12][C:11]([NH:14][S:15]([C:18]2[CH:23]=[CH:22][CH:21]=[CH:20][CH:19]=2)(=[O:17])=[O:16])=[C:10]([C:24]#[C:25][C:26]2[CH:31]=[CH:30][CH:29]=[CH:28][CH:27]=2)[N:9]=1)(C)(C)C.C(Cl)Cl.C(O)(C(F)(F)F)=O, predict the reaction product. The product is: [NH2:7][C:8]1[N:9]=[C:10]([C:24]#[C:25][C:26]2[CH:31]=[CH:30][CH:29]=[CH:28][CH:27]=2)[C:11]([NH:14][S:15]([C:18]2[CH:23]=[CH:22][CH:21]=[CH:20][CH:19]=2)(=[O:17])=[O:16])=[CH:12][CH:13]=1. (2) Given the reactants Cl.[NH2:2][OH:3].C([O-])(=O)C.[Na+].[CH:9]1([NH:15][C:16]2[C:21]([CH:22]=O)=[CH:20][N:19]=[C:18]3[N:24]([CH2:27][CH3:28])[N:25]=[CH:26][C:17]=23)[CH2:14][CH2:13][CH2:12][CH2:11][CH2:10]1, predict the reaction product. The product is: [CH:9]1([NH:15][C:16]2[C:21]([CH:22]=[N:2][OH:3])=[CH:20][N:19]=[C:18]3[N:24]([CH2:27][CH3:28])[N:25]=[CH:26][C:17]=23)[CH2:14][CH2:13][CH2:12][CH2:11][CH2:10]1. (3) Given the reactants [C:1]([C@@H:3]1[CH2:5][C@H:4]1[CH2:6][OH:7])#[CH:2].Cl.NO.Br[C:12]#[C:13][C:14]1[CH:22]=[CH:21][C:17]([C:18]([OH:20])=[O:19])=[CH:16][CH:15]=1, predict the reaction product. The product is: [OH:7][CH2:6][C@@H:4]1[CH2:5][C@H:3]1[C:1]#[C:2][C:12]#[C:13][C:14]1[CH:22]=[CH:21][C:17]([C:18]([OH:20])=[O:19])=[CH:16][CH:15]=1. (4) Given the reactants [H-].[Na+].[N:3]1[C:12]2[C:7](=[CH:8][CH:9]=[CH:10][CH:11]=2)[CH:6]=[CH:5][C:4]=1[N:13]1[CH2:18][CH2:17][CH:16]([OH:19])[CH2:15][CH2:14]1.Cl[C:21]1[C:22]([CH:27]2[CH2:32][CH2:31][N:30]([C:33]([O:35][C:36]([CH3:39])([CH3:38])[CH3:37])=[O:34])[CH2:29][CH2:28]2)=N[CH:24]=[CH:25][N:26]=1.[CH3:40]N(C=O)C, predict the reaction product. The product is: [N:3]1[C:12]2[C:7](=[CH:8][CH:9]=[CH:10][CH:11]=2)[CH:6]=[CH:5][C:4]=1[N:13]1[CH2:14][CH2:15][CH:16]([O:19][C:21]2[C:22]([CH:27]3[CH2:28][CH2:29][N:30]([C:33]([O:35][C:36]([CH3:37])([CH3:38])[CH3:39])=[O:34])[CH2:31][CH2:32]3)=[CH:40][CH:24]=[CH:25][N:26]=2)[CH2:17][CH2:18]1. (5) Given the reactants FC(F)(F)C1C2C3CC3CC=2N(CC(O)=O)N=1.[F:18][C:19]([F:35])([F:34])[C:20]1[N:24]([CH2:25][C:26]([O:28]CC)=[O:27])[N:23]=[C:22]2[CH2:31][CH2:32][CH2:33][C:21]=12, predict the reaction product. The product is: [F:34][C:19]([F:18])([F:35])[C:20]1[N:24]([CH2:25][C:26]([OH:28])=[O:27])[N:23]=[C:22]2[CH2:31][CH2:32][CH2:33][C:21]=12. (6) Given the reactants [ClH:1].C(OC(=O)[NH:8][CH2:9][CH2:10][CH2:11][CH2:12][C:13]1[CH:18]=[CH:17][C:16]([C:19](=[NH:21])[NH2:20])=[CH:15][CH:14]=1)(C)(C)C.C(Cl)[Cl:24].CO, predict the reaction product. The product is: [ClH:24].[ClH:1].[NH2:8][CH2:9][CH2:10][CH2:11][CH2:12][C:13]1[CH:18]=[CH:17][C:16]([C:19]([NH2:21])=[NH:20])=[CH:15][CH:14]=1.